From a dataset of Catalyst prediction with 721,799 reactions and 888 catalyst types from USPTO. Predict which catalyst facilitates the given reaction. (1) Reactant: [CH:1]([O:4][C:5]1[CH:9]=[C:8]([CH2:10][CH2:11][C:12]([O:14][CH2:15][CH3:16])=[O:13])[NH:7][N:6]=1)([CH3:3])[CH3:2].[H-].[Na+].[Cl:19][C:20]1[CH:27]=[C:26]([C:28]([F:31])([F:30])[F:29])[CH:25]=[CH:24][C:21]=1[CH2:22]Br.Cl. Product: [Cl:19][C:20]1[CH:27]=[C:26]([C:28]([F:29])([F:30])[F:31])[CH:25]=[CH:24][C:21]=1[CH2:22][N:7]1[C:8]([CH2:10][CH2:11][C:12]([O:14][CH2:15][CH3:16])=[O:13])=[CH:9][C:5]([O:4][CH:1]([CH3:3])[CH3:2])=[N:6]1. The catalyst class is: 9. (2) The catalyst class is: 60. Reactant: [F:1][C:2]1[CH:3]=[C:4]([CH:13]2[CH2:18][N:17]([C:19](OC3C=CC([N+]([O-])=O)=CC=3)=[O:20])[CH2:16][CH:15]([C:31]([O:33][CH3:34])=[O:32])[CH2:14]2)[CH:5]=[CH:6][C:7]=1[CH2:8][C:9]([F:12])([F:11])[F:10].[NH:35]1[CH2:40][CH2:39][S:38][CH2:37][CH2:36]1.C(N(CC)C(C)C)(C)C. Product: [F:1][C:2]1[CH:3]=[C:4]([CH:13]2[CH2:18][N:17]([C:19]([N:35]3[CH2:40][CH2:39][S:38][CH2:37][CH2:36]3)=[O:20])[CH2:16][CH:15]([C:31]([O:33][CH3:34])=[O:32])[CH2:14]2)[CH:5]=[CH:6][C:7]=1[CH2:8][C:9]([F:10])([F:12])[F:11]. (3) Reactant: [CH3:1][O:2][C:3](=[O:17])[C:4]1[CH:9]=[C:8]([N:10]2[CH2:14][CH2:13][CH2:12][C:11]2=[O:15])[CH:7]=[C:6]([OH:16])[CH:5]=1.C([O-])([O-])=O.[K+].[K+].[CH2:24](I)[CH3:25]. Product: [CH3:1][O:2][C:3](=[O:17])[C:4]1[CH:9]=[C:8]([N:10]2[CH2:14][CH2:13][CH2:12][C:11]2=[O:15])[CH:7]=[C:6]([O:16][CH2:24][CH3:25])[CH:5]=1. The catalyst class is: 517. (4) Reactant: [CH2:1]([N:3]1[C:7]([CH3:8])=[C:6](I)[C:5]([CH2:10][CH3:11])=[N:4]1)[CH3:2].[N:12]1[CH:17]=[CH:16][C:15](B(O)O)=[CH:14][CH:13]=1.CC(C)([O-])C.[K+]. Product: [CH2:1]([N:3]1[C:7]([CH3:8])=[C:6]([C:15]2[CH:16]=[CH:17][N:12]=[CH:13][CH:14]=2)[C:5]([CH2:10][CH3:11])=[N:4]1)[CH3:2]. The catalyst class is: 70. (5) Reactant: C1C([N+]([O-])=O)=CC=C(OC(Cl)=O)C=1.CCN(CC)CC.[NH2:21][CH2:22][CH2:23][NH:24][C:25](=O)[O:26]C(C)(C)C.[CH2:32]([C:34]1[CH:35]=[C:36]([C:40]2[C:45]([F:46])=[CH:44][CH:43]=[CH:42][C:41]=2[C:47]([OH:62])([C@@H:56]2[CH2:61][CH2:60][CH2:59][NH:58][CH2:57]2)[CH2:48][CH2:49][CH2:50][NH:51][C:52](=[O:55])[O:53][CH3:54])[CH:37]=[CH:38][CH:39]=1)[CH3:33]. Product: [NH2:21][CH2:22][CH2:23][NH:24][C:25]([N:58]1[CH2:59][CH2:60][CH2:61][C@@H:56]([C:47]([C:41]2[CH:42]=[CH:43][CH:44]=[C:45]([F:46])[C:40]=2[C:36]2[CH:37]=[CH:38][CH:39]=[C:34]([CH2:32][CH3:33])[CH:35]=2)([OH:62])[CH2:48][CH2:49][CH2:50][NH:51][C:52](=[O:55])[O:53][CH3:54])[CH2:57]1)=[O:26]. The catalyst class is: 34.